Dataset: Full USPTO retrosynthesis dataset with 1.9M reactions from patents (1976-2016). Task: Predict the reactants needed to synthesize the given product. Given the product [CH2:1]([NH:3][C:4]([C:6]1[CH:11]=[CH:10][C:9]([N:12]2[CH:16]=[C:15]([C:17]([NH2:36])=[O:19])[N:14]=[N:13]2)=[C:8]([O:20][CH2:21][CH2:22][CH2:23][C:24]2[CH:25]=[CH:26][CH:27]=[CH:28][CH:29]=2)[CH:7]=1)=[O:5])[CH3:2], predict the reactants needed to synthesize it. The reactants are: [CH2:1]([NH:3][C:4]([C:6]1[CH:11]=[CH:10][C:9]([N:12]2[CH:16]=[C:15]([C:17]([OH:19])=O)[N:14]=[N:13]2)=[C:8]([O:20][CH2:21][CH2:22][CH2:23][C:24]2[CH:29]=[CH:28][CH:27]=[CH:26][CH:25]=2)[CH:7]=1)=[O:5])[CH3:2].C1C=CC2N(O)N=[N:36]C=2C=1.N.C(N(CC)CC)C.CCN=C=NCCCN(C)C.